The task is: Predict the reactants needed to synthesize the given product.. This data is from Full USPTO retrosynthesis dataset with 1.9M reactions from patents (1976-2016). Given the product [F:1][C:2]1[CH:3]=[C:4]([C@H:8]2[CH2:12][CH2:11][CH2:10][N:9]2[C:13]2[CH:18]=[CH:17][N:16]3[N:19]=[CH:20][C:21]([C:22]([NH:35][CH:32]4[CH2:33][CH2:34][N:29]([S:26]([CH3:25])(=[O:28])=[O:27])[CH2:30][CH2:31]4)=[O:23])=[C:15]3[N:14]=2)[CH:5]=[N:6][CH:7]=1, predict the reactants needed to synthesize it. The reactants are: [F:1][C:2]1[CH:3]=[C:4]([C@H:8]2[CH2:12][CH2:11][CH2:10][N:9]2[C:13]2[CH:18]=[CH:17][N:16]3[N:19]=[CH:20][C:21]([C:22](O)=[O:23])=[C:15]3[N:14]=2)[CH:5]=[N:6][CH:7]=1.[CH3:25][S:26]([N:29]1[CH2:34][CH2:33][CH:32]([NH2:35])[CH2:31][CH2:30]1)(=[O:28])=[O:27].